From a dataset of Forward reaction prediction with 1.9M reactions from USPTO patents (1976-2016). Predict the product of the given reaction. (1) Given the reactants [C:1](N1C=CC=CC1=O)(N1C=CC=CC1=O)=[S:2].[CH:17]1[C:26]2[CH2:25][CH2:24][CH2:23][CH2:22][C:21]=2[CH:20]=[C:19]([NH2:27])[N:18]=1, predict the reaction product. The product is: [N:27]([C:19]1[N:18]=[CH:17][C:26]2[CH2:25][CH2:24][CH2:23][CH2:22][C:21]=2[CH:20]=1)=[C:1]=[S:2]. (2) Given the reactants [H-].[Na+].[CH3:3][O:4][C:5]([C:7]1[CH:26]=[CH:25][C:10]([CH2:11][CH:12]([C:19]([O:21][CH2:22][CH:23]=[CH2:24])=[O:20])[C:13]([O:15][CH2:16][CH:17]=[CH2:18])=[O:14])=[CH:9][CH:8]=1)=[O:6].Br[CH:28]([CH2:31][CH2:32][CH3:33])[C:29]#[N:30].O, predict the reaction product. The product is: [C:29]([CH2:28][CH2:31][CH2:32][CH2:33][C:12]([CH2:11][C:10]1[CH:9]=[CH:8][C:7]([C:5]([O:4][CH3:3])=[O:6])=[CH:26][CH:25]=1)([C:19]([O:21][CH2:22][CH:23]=[CH2:24])=[O:20])[C:13]([O:15][CH2:16][CH:17]=[CH2:18])=[O:14])#[N:30]. (3) Given the reactants [N:1]1([C:7]2[CH:8]=[CH:9][C:10]3[N:11]([C:13]([C:16]([F:19])([F:18])[F:17])=[N:14][N:15]=3)[N:12]=2)[CH2:6][CH2:5][NH:4][CH2:3][CH2:2]1.[CH:20]([C:22]1[CH:27]=[CH:26][C:25]([NH:28][C:29](=[O:35])[O:30][C:31]([CH3:34])([CH3:33])[CH3:32])=[CH:24][CH:23]=1)=O, predict the reaction product. The product is: [F:19][C:16]([F:17])([F:18])[C:13]1[N:11]2[N:12]=[C:7]([N:1]3[CH2:2][CH2:3][N:4]([CH2:20][C:22]4[CH:23]=[CH:24][C:25]([NH:28][C:29](=[O:35])[O:30][C:31]([CH3:33])([CH3:32])[CH3:34])=[CH:26][CH:27]=4)[CH2:5][CH2:6]3)[CH:8]=[CH:9][C:10]2=[N:15][N:14]=1. (4) Given the reactants BrC1C(F)=CC=C2C=1CC[NH:6]C2CC(OC)=O.S(=O)(=O)(O)O.[C:23]([N:26]1[CH2:35][CH2:34][C:33]2[C:28](=[CH:29][CH:30]=[C:31]([F:37])[C:32]=2[Br:36])[CH:27]1[CH2:38][C:39]([O:41]C)=O)(=[O:25])[CH3:24].C([O-])(O)=O.[Na+], predict the reaction product. The product is: [Br:36][C:32]1[C:31]([F:37])=[CH:30][CH:29]=[C:28]2[C:33]=1[CH2:34][CH2:35][N:26]1[C:23](=[O:25])[CH2:24][NH:6][C:39](=[O:41])[CH:38]=[C:27]12. (5) Given the reactants [NH2:1][C@@H:2]1[CH2:6][CH2:5][N:4]([C:7]([O:9][C:10]([CH3:13])([CH3:12])[CH3:11])=[O:8])[CH2:3]1.[CH3:14][N:15]=[C:16]=[O:17].O, predict the reaction product. The product is: [CH3:14][NH:15][C:16]([NH:1][C@@H:2]1[CH2:6][CH2:5][N:4]([C:7]([O:9][C:10]([CH3:13])([CH3:12])[CH3:11])=[O:8])[CH2:3]1)=[O:17]. (6) Given the reactants [NH2:1][C:2]1[N:7]=[C:6](Cl)[CH:5]=[C:4]([Cl:9])[N:3]=1.C(O)(=[O:12])C, predict the reaction product. The product is: [NH2:1][C:2]1[NH:7][C:6](=[O:12])[CH:5]=[C:4]([Cl:9])[N:3]=1. (7) The product is: [Cl:1][C:2]1[CH:3]=[C:4]2[C:8](=[C:9]([NH:11][CH:12]3[CH2:16][CH2:15][CH2:14][CH2:13]3)[CH:10]=1)[NH:7][C:6]([C:17]1[S:18][CH2:19][C@@H:20]([CH2:22][CH2:23][N:24]3[CH2:29][CH2:28][N:27]([S:32]([CH2:30][CH3:31])(=[O:34])=[O:33])[CH2:26][CH2:25]3)[N:21]=1)=[CH:5]2. Given the reactants [Cl:1][C:2]1[CH:3]=[C:4]2[C:8](=[C:9]([NH:11][CH:12]3[CH2:16][CH2:15][CH2:14][CH2:13]3)[CH:10]=1)[NH:7][C:6]([C:17]1[S:18][CH2:19][C@@H:20]([CH2:22][CH2:23][N:24]3[CH2:29][CH2:28][NH:27][CH2:26][CH2:25]3)[N:21]=1)=[CH:5]2.[CH2:30]([S:32](Cl)(=[O:34])=[O:33])[CH3:31], predict the reaction product.